This data is from Rat liver microsome stability data. The task is: Regression/Classification. Given a drug SMILES string, predict its absorption, distribution, metabolism, or excretion properties. Task type varies by dataset: regression for continuous measurements (e.g., permeability, clearance, half-life) or binary classification for categorical outcomes (e.g., BBB penetration, CYP inhibition). Dataset: rlm. (1) The molecule is Brc1ccc(-c2csc(N3CCOCC3)n2)cc1. The result is 1 (stable in rat liver microsomes). (2) The molecule is CCS(=O)(=O)NCc1cncc(-c2cc3ccc(Cl)nc3n2C)c1. The result is 0 (unstable in rat liver microsomes). (3) The drug is CCC(CC)c1cc([C@H]2CN3CC[C@H]2C[C@@H]3CNC(C)=O)nc(-c2ccncc2)n1. The result is 1 (stable in rat liver microsomes). (4) The compound is CC(C)(C)CC(C)(C)c1ccc(O)cc1. The result is 1 (stable in rat liver microsomes). (5) The drug is CCCCCCc1nc2cc(/C=C/C(=O)NO)ccc2n1CCNCC. The result is 1 (stable in rat liver microsomes). (6) The compound is CNc1nc(NCc2ccc(NC(=O)c3cccc(Cl)c3)cc2)c2ccccc2n1. The result is 1 (stable in rat liver microsomes). (7) The molecule is N=c1c(C(=O)NCC2CCCCC2)cc2c(=O)n3ccccc3nc2n1Cc1ccccc1. The result is 1 (stable in rat liver microsomes).